Dataset: Reaction yield outcomes from USPTO patents with 853,638 reactions. Task: Predict the reaction yield, written as a fraction of the theoretical maximum amount of product (1.0 means a 100% yield; for example, 0.34 means a 34% yield). (1) The reactants are [C:1]([O:5][C:6]([N:8]1[CH2:11][CH2:10][C@H:9]1[CH2:12][O:13][C:14]1[CH:15]=[N:16][CH:17]=[C:18]([Sn](C)(C)C)[CH:19]=1)=[O:7])([CH3:4])([CH3:3])[CH3:2].[CH2:24]([O:31][CH2:32][CH2:33][C:34]1[CH:39]=[CH:38][CH:37]=[C:36](I)[CH:35]=1)[C:25]1[CH:30]=[CH:29][CH:28]=[CH:27][CH:26]=1.[F-].[Cs+]. The catalyst is [Cu]I.C1C=CC([P]([Pd]([P](C2C=CC=CC=2)(C2C=CC=CC=2)C2C=CC=CC=2)([P](C2C=CC=CC=2)(C2C=CC=CC=2)C2C=CC=CC=2)[P](C2C=CC=CC=2)(C2C=CC=CC=2)C2C=CC=CC=2)(C2C=CC=CC=2)C2C=CC=CC=2)=CC=1.CN(C=O)C. The product is [CH2:24]([O:31][CH2:32][CH2:33][C:34]1[CH:35]=[C:36]([C:18]2[CH:17]=[N:16][CH:15]=[C:14]([O:13][CH2:12][C@@H:9]3[CH2:10][CH2:11][N:8]3[C:6]([O:5][C:1]([CH3:4])([CH3:3])[CH3:2])=[O:7])[CH:19]=2)[CH:37]=[CH:38][CH:39]=1)[C:25]1[CH:30]=[CH:29][CH:28]=[CH:27][CH:26]=1. The yield is 0.580. (2) The reactants are [S:1]1[CH:5]=[CH:4][N:3]=[C:2]1[CH:6]=O.[NH2:8][CH2:9][CH2:10][NH:11][CH2:12][CH2:13][OH:14]. The catalyst is C(O)C. The product is [S:1]1[CH:5]=[CH:4][N:3]=[C:2]1[CH2:6][NH:8][CH2:9][CH2:10][NH:11][CH2:12][CH2:13][OH:14]. The yield is 0.600.